This data is from Forward reaction prediction with 1.9M reactions from USPTO patents (1976-2016). The task is: Predict the product of the given reaction. (1) Given the reactants [CH3:1][O:2][C:3]1[CH:12]=[C:11]([O:13][C:14]2[CH:19]=[CH:18][CH:17]=[CH:16][CH:15]=2)[CH:10]=[CH:9][C:4]=1[C:5]([O:7]C)=[O:6].O.[OH-].[Li+].O1CCCC1.Cl, predict the reaction product. The product is: [CH3:1][O:2][C:3]1[CH:12]=[C:11]([O:13][C:14]2[CH:19]=[CH:18][CH:17]=[CH:16][CH:15]=2)[CH:10]=[CH:9][C:4]=1[C:5]([OH:7])=[O:6]. (2) Given the reactants [C:1]([O:5][C:6](=[O:14])[CH2:7][CH:8]([NH2:13])[CH:9]([OH:12])[CH2:10][F:11])([CH3:4])([CH3:3])[CH3:2].CN(C(ON1N=N[C:25]2[CH:26]=[CH:27][CH:28]=N[C:24]1=2)=[N+](C)C)C.F[P-](F)(F)(F)(F)F.[CH2:39]([N:41](CC)CC)C.CC(OI1(OC(C)=O)(OC(C)=O)[O:59][C:57](=O)[C:56]2[CH:55]=[CH:54][CH:53]=[CH:52][C:51]1=2)=O.[CH3:68][N:69]([CH:71]=[O:72])C, predict the reaction product. The product is: [C:1]([O:5][C:6](=[O:14])[CH2:7][CH:8]([NH:13][C:57](=[O:59])[CH:56]([C:51]1[C:71](=[O:72])[N:69]([C:68]2[CH:28]=[CH:27][CH:26]=[CH:25][CH:24]=2)[N:41]=[CH:39][C:52]=1[CH3:53])[CH2:55][CH3:54])[C:9](=[O:12])[CH2:10][F:11])([CH3:4])([CH3:2])[CH3:3].